From a dataset of Catalyst prediction with 721,799 reactions and 888 catalyst types from USPTO. Predict which catalyst facilitates the given reaction. (1) Reactant: [N:1]([CH2:4][CH2:5][CH2:6][C:7]1([C:20]2[CH:25]=[CH:24][CH:23]=[CH:22][CH:21]=2)[NH:11][N:10]=[C:9]([C:12]2[CH:17]=[C:16]([F:18])[CH:15]=[CH:14][C:13]=2[F:19])[S:8]1)=[N+:2]=[N-:3].C(N(CC)CC)C.[C:33](Cl)(=[O:38])[C:34]([CH3:37])([CH3:36])[CH3:35]. Product: [N:1]([CH2:4][CH2:5][CH2:6][C:7]1([C:20]2[CH:25]=[CH:24][CH:23]=[CH:22][CH:21]=2)[N:11]([C:33](=[O:38])[C:34]([CH3:37])([CH3:36])[CH3:35])[N:10]=[C:9]([C:12]2[CH:17]=[C:16]([F:18])[CH:15]=[CH:14][C:13]=2[F:19])[S:8]1)=[N+:2]=[N-:3]. The catalyst class is: 2. (2) Reactant: [F:1][C:2]1[CH:3]=[C:4]([CH:19]=[CH:20][C:21]=1[O:22][CH3:23])[C:5]([C:7]1[C:16](=[O:17])[C:15]2[C:10](=[CH:11][CH:12]=[C:13]([CH3:18])[N:14]=2)[NH:9][CH:8]=1)=[O:6].[Br:24][C:25]1[CH:30]=[CH:29][CH:28]=[C:27]([CH2:31]Br)[N:26]=1. Product: [Br:24][C:25]1[N:26]=[C:27]([CH2:31][N:9]2[C:10]3[C:15](=[N:14][C:13]([CH3:18])=[CH:12][CH:11]=3)[C:16](=[O:17])[C:7]([C:5](=[O:6])[C:4]3[CH:19]=[CH:20][C:21]([O:22][CH3:23])=[C:2]([F:1])[CH:3]=3)=[CH:8]2)[CH:28]=[CH:29][CH:30]=1. The catalyst class is: 9. (3) Reactant: [NH2:1][C:2]1[C:3]([O:21][C:22]2[CH:27]=[CH:26][CH:25]=[CH:24][CH:23]=2)=[N:4][C:5]([CH3:20])=[C:6]([CH3:19])[C:7]=1[NH:8][CH2:9][CH2:10][NH:11][C:12](=[O:18])[O:13][C:14]([CH3:17])([CH3:16])[CH3:15].Cl.[Cl:29][CH2:30][C:31](=N)OCC. Product: [Cl:29][CH2:30][C:31]1[N:8]([CH2:9][CH2:10][NH:11][C:12](=[O:18])[O:13][C:14]([CH3:17])([CH3:16])[CH3:15])[C:7]2[C:6]([CH3:19])=[C:5]([CH3:20])[N:4]=[C:3]([O:21][C:22]3[CH:23]=[CH:24][CH:25]=[CH:26][CH:27]=3)[C:2]=2[N:1]=1. The catalyst class is: 22. (4) Reactant: Cl[CH:2]([CH:16]1[CH2:21][CH2:20][CH2:19][CH2:18][CH2:17]1)[C:3]1[CH:4]=[C:5]([C:9]2[CH:10]=[CH:11][C:12]([F:15])=[N:13][CH:14]=2)[O:6][C:7]=1[CH3:8].[NH2:22][C:23]1[CH:28]=[CH:27][C:26]([C:29]([NH:31][CH2:32][CH2:33][C:34]([O:36]CC)=[O:35])=[O:30])=[CH:25][CH:24]=1.C(=O)([O-])[O-].[Na+].[Na+].[I-].[Na+]. Product: [CH:16]1([CH:2]([NH:22][C:23]2[CH:24]=[CH:25][C:26]([C:29]([NH:31][CH2:32][CH2:33][C:34]([OH:36])=[O:35])=[O:30])=[CH:27][CH:28]=2)[C:3]2[CH:4]=[C:5]([C:9]3[CH:14]=[N:13][C:12]([F:15])=[CH:11][CH:10]=3)[O:6][C:7]=2[CH3:8])[CH2:21][CH2:20][CH2:19][CH2:18][CH2:17]1. The catalyst class is: 395. (5) Reactant: [C:1]([O:5][C:6](=[O:33])[NH:7][C:8]1[CH:13]=[CH:12][C:11]([S:14][C:15]2[CH:20]=[CH:19][C:18]([O:21][CH:22]([C:24]3[CH:29]=[CH:28][CH:27]=[CH:26][CH:25]=3)[CH3:23])=[CH:17][C:16]=2[N+:30]([O-])=O)=[CH:10][CH:9]=1)([CH3:4])([CH3:3])[CH3:2].[Cl-].[NH4+].O1CCCC1.O. Product: [C:1]([O:5][C:6](=[O:33])[NH:7][C:8]1[CH:13]=[CH:12][C:11]([S:14][C:15]2[CH:20]=[CH:19][C:18]([O:21][CH:22]([C:24]3[CH:25]=[CH:26][CH:27]=[CH:28][CH:29]=3)[CH3:23])=[CH:17][C:16]=2[NH2:30])=[CH:10][CH:9]=1)([CH3:2])([CH3:3])[CH3:4]. The catalyst class is: 415. (6) Reactant: [Cl-].[NH4+].C([N:6](C(C)C)CC)(C)C.[NH:12]1[C:20]2[C:15](=[CH:16][C:17]([O:21][CH:22]3[CH2:27][CH2:26][CH:25]([C:28]([OH:30])=O)[CH2:24][CH2:23]3)=[CH:18][CH:19]=2)[CH:14]=[N:13]1.N.Cl.C(N=C=NCCCN(C)C)C.OC1C2N=NNC=2C=CC=1.C(=O)([O-])O.[Na+]. Product: [NH:12]1[C:20]2[C:15](=[CH:16][C:17]([O:21][CH:22]3[CH2:27][CH2:26][CH:25]([C:28]([NH2:6])=[O:30])[CH2:24][CH2:23]3)=[CH:18][CH:19]=2)[CH:14]=[N:13]1. The catalyst class is: 35. (7) Reactant: [C:1]([CH2:3][C:4]1([N:17]2[CH2:20][CH:19]([CH2:21][N:22]([C@@H:29]3[CH2:31][C@H:30]3[C:32]3[CH:37]=[CH:36][CH:35]=[CH:34][CH:33]=3)[C:23](=[O:28])[C:24]([F:27])([F:26])[F:25])[CH2:18]2)[CH2:9][CH2:8][N:7](C(OC(C)(C)C)=O)[CH2:6][CH2:5]1)#[N:2].C(O)(C(F)(F)F)=O. Product: [C:1]([CH2:3][C:4]1([N:17]2[CH2:20][CH:19]([CH2:21][N:22]([C@@H:29]3[CH2:31][C@H:30]3[C:32]3[CH:37]=[CH:36][CH:35]=[CH:34][CH:33]=3)[C:23](=[O:28])[C:24]([F:26])([F:25])[F:27])[CH2:18]2)[CH2:5][CH2:6][NH:7][CH2:8][CH2:9]1)#[N:2]. The catalyst class is: 2. (8) Reactant: FC(F)(F)C(O)=O.C([O:15][C:16]1[CH:21]=[CH:20][C:19]([CH:22]([OH:46])[CH2:23][NH:24][C:25]([CH3:45])([CH3:44])[CH2:26][CH2:27][N:28]2[C:33]3[CH:34]=[CH:35][C:36]([F:38])=[CH:37][C:32]=3[C:31]([CH2:41][CH3:42])([CH2:39][CH3:40])[O:30][C:29]2=[O:43])=[CH:18][C:17]=1[NH:47][S:48]([CH3:51])(=[O:50])=[O:49])C1C=CC=CC=1.[H][H]. Product: [CH2:41]([C:31]1([CH2:39][CH3:40])[O:30][C:29](=[O:43])[N:28]([CH2:27][CH2:26][C:25]([NH:24][CH2:23][CH:22]([C:19]2[CH:20]=[CH:21][C:16]([OH:15])=[C:17]([NH:47][S:48]([CH3:51])(=[O:49])=[O:50])[CH:18]=2)[OH:46])([CH3:44])[CH3:45])[C:33]2[CH:34]=[CH:35][C:36]([F:38])=[CH:37][C:32]1=2)[CH3:42]. The catalyst class is: 94.